From a dataset of Catalyst prediction with 721,799 reactions and 888 catalyst types from USPTO. Predict which catalyst facilitates the given reaction. (1) Reactant: C([Li])CCC.C1COCC1.[CH3:11][NH:12][CH3:13].C1COCC1.Cl[C:20]1[CH:21]=[N:22][CH:23]=[C:24]([OH:26])[CH:25]=1. Product: [CH3:11][N:12]([CH3:13])[C:20]1[CH:21]=[N:22][CH:23]=[C:24]([OH:26])[CH:25]=1. The catalyst class is: 8. (2) Reactant: F[C:2]1[CH:7]=[CH:6][N:5]2[C:8]([C:11]([NH:13][C:14]3[CH:22]=[CH:21][CH:20]=[C:19]4[C:15]=3[C:16]([CH3:33])=[N:17][N:18]4[CH2:23][C:24]3[CH:29]=[CH:28][CH:27]=[C:26]([CH:30]([CH3:32])[CH3:31])[N:25]=3)=[O:12])=[CH:9][N:10]=[C:4]2[CH:3]=1.[CH3:34][C@H:35]1[N:40]([CH3:41])[CH2:39][CH2:38][N:37]([CH2:42][CH2:43][OH:44])[CH2:36]1.CC(C)([O-])C.[K+]. Product: [CH3:34][C@H:35]1[N:40]([CH3:41])[CH2:39][CH2:38][N:37]([CH2:42][CH2:43][O:44][C:2]2[CH:7]=[CH:6][N:5]3[C:8]([C:11]([NH:13][C:14]4[CH:22]=[CH:21][CH:20]=[C:19]5[C:15]=4[C:16]([CH3:33])=[N:17][N:18]5[CH2:23][C:24]4[CH:29]=[CH:28][CH:27]=[C:26]([CH:30]([CH3:32])[CH3:31])[N:25]=4)=[O:12])=[CH:9][N:10]=[C:4]3[CH:3]=2)[CH2:36]1. The catalyst class is: 371. (3) Reactant: C(OC[O:5][C:6]1[CH:11]=[CH:10][N:9]2[C:12]([C:15]([NH:17][C:18]3[CH:26]=[CH:25][CH:24]=[C:23]4[C:19]=3[C:20]([CH3:35])=[N:21][N:22]4[CH2:27][C:28]3[CH:33]=[CH:32][CH:31]=[C:30]([CH3:34])[N:29]=3)=[O:16])=[CH:13][N:14]=[C:8]2[CH:7]=1)C.FC(F)(F)C(O)=O. Product: [OH:5][C:6]1[CH:11]=[CH:10][N:9]2[C:12]([C:15]([NH:17][C:18]3[CH:26]=[CH:25][CH:24]=[C:23]4[C:19]=3[C:20]([CH3:35])=[N:21][N:22]4[CH2:27][C:28]3[CH:33]=[CH:32][CH:31]=[C:30]([CH3:34])[N:29]=3)=[O:16])=[CH:13][N:14]=[C:8]2[CH:7]=1. The catalyst class is: 4.